This data is from Full USPTO retrosynthesis dataset with 1.9M reactions from patents (1976-2016). The task is: Predict the reactants needed to synthesize the given product. The reactants are: [CH3:1][N:2]1[CH:6]2[CH2:7][CH:8]([OH:10])[CH2:9][CH:3]1[CH2:4][CH2:5]2.C(N(CC)CC)C.[CH3:18][S:19](Cl)(=[O:21])=[O:20].C(=O)([O-])[O-].[K+].[K+]. Given the product [CH3:1][N:2]1[CH:6]2[CH2:7][CH:8]([O:10][S:19]([CH3:18])(=[O:21])=[O:20])[CH2:9][CH:3]1[CH2:4][CH2:5]2, predict the reactants needed to synthesize it.